Task: Predict the reactants needed to synthesize the given product.. Dataset: Full USPTO retrosynthesis dataset with 1.9M reactions from patents (1976-2016) Given the product [C:25](/[C:27](=[CH:19]/[C:18]1[CH:21]=[CH:22][C:15]([C:12]2[N:13]=[CH:14][N:10]([C:7]3[CH:8]=[CH:9][C:4]([O:3][C:2]([F:23])([F:1])[F:24])=[CH:5][CH:6]=3)[N:11]=2)=[CH:16][CH:17]=1)/[C:28]([O:30][CH2:31][CH3:32])=[O:29])#[N:26], predict the reactants needed to synthesize it. The reactants are: [F:1][C:2]([F:24])([F:23])[O:3][C:4]1[CH:9]=[CH:8][C:7]([N:10]2[CH:14]=[N:13][C:12]([C:15]3[CH:22]=[CH:21][C:18]([CH:19]=O)=[CH:17][CH:16]=3)=[N:11]2)=[CH:6][CH:5]=1.[C:25]([CH2:27][C:28]([O:30][CH2:31][CH3:32])=[O:29])#[N:26].N1CCCC1.